This data is from Reaction yield outcomes from USPTO patents with 853,638 reactions. The task is: Predict the reaction yield, written as a fraction of the theoretical maximum amount of product (1.0 means a 100% yield; for example, 0.34 means a 34% yield). (1) The reactants are [C:1]([OH:9])(=[O:8])[C:2]1[CH:7]=[CH:6][CH:5]=[CH:4][CH:3]=1.[C:10]1([CH2:16][CH2:17]O)[CH:15]=[CH:14][CH:13]=[CH:12][CH:11]=1. No catalyst specified. The product is [C:1]([O:9][CH2:17][CH2:16][C:10]1[CH:15]=[CH:14][CH:13]=[CH:12][CH:11]=1)(=[O:8])[C:2]1[CH:7]=[CH:6][CH:5]=[CH:4][CH:3]=1. The yield is 0.900. (2) The reactants are [O:1]1[C:5]([C:6]2[C:14]3[C:9](=[CH:10][CH:11]=[C:12]([C:15]#[N:16])[CH:13]=3)[NH:8][N:7]=2)=[CH:4][C:3]2[CH:17]=[CH:18][CH:19]=[CH:20][C:2]1=2.C([Sn]([N:34]=[N+:35]=[N-:36])(CCCC)CCCC)CCC.O1CCOCC1.Cl. The catalyst is C1(C)C=CC=CC=1. The product is [N:16]1[NH:34][N:35]=[N:36][C:15]=1[C:12]1[CH:13]=[C:14]2[C:9](=[CH:10][CH:11]=1)[NH:8][N:7]=[C:6]2[C:5]1[O:1][C:2]2[CH:20]=[CH:19][CH:18]=[CH:17][C:3]=2[CH:4]=1. The yield is 0.120. (3) The reactants are Cl[C:2]1[N:9]=[C:8]([Cl:10])[CH:7]=[CH:6][C:3]=1[CH:4]=[O:5].[CH3:11][O-:12].[Na+]. No catalyst specified. The product is [Cl:10][C:8]1[CH:7]=[CH:6][C:3]([CH:4]=[O:5])=[C:2]([O:12][CH3:11])[N:9]=1. The yield is 0.713. (4) The reactants are [Cl:1][C:2]1[CH:3]=[C:4]([CH:7]=[CH:8][C:9]=1[NH2:10])[CH2:5][NH2:6].[I:11]Cl. The catalyst is CO. The product is [Cl:1][C:2]1[CH:3]=[C:4]([CH:7]=[C:8]([I:11])[C:9]=1[NH2:10])[CH2:5][NH2:6]. The yield is 0.420. (5) The reactants are [CH2:1]([O:8][C:9]1[CH:14]=[CH:13][C:12](Br)=[C:11]([O:16][CH3:17])[CH:10]=1)[C:2]1[CH:7]=[CH:6][CH:5]=[CH:4][CH:3]=1.C([Li])CCC.[B:23](OCC)([O:27]CC)[O:24]CC. The catalyst is C1COCC1. The product is [CH2:1]([O:8][C:9]1[CH:14]=[CH:13][C:12]([B:23]([OH:27])[OH:24])=[C:11]([O:16][CH3:17])[CH:10]=1)[C:2]1[CH:7]=[CH:6][CH:5]=[CH:4][CH:3]=1. The yield is 0.570. (6) The reactants are O[CH2:2][C:3]1([C:6]#[N:7])[CH2:5][CH2:4]1.[C:8]1(=[O:18])[NH:12][C:11](=[O:13])[C:10]2=[CH:14][CH:15]=[CH:16][CH:17]=[C:9]12.C1(P(C2C=CC=CC=2)C2C=CC=CC=2)C=CC=CC=1.CCOC(/N=N/C(OCC)=O)=O. The catalyst is C1COCC1. The product is [O:13]=[C:11]1[C:10]2[C:9](=[CH:17][CH:16]=[CH:15][CH:14]=2)[C:8](=[O:18])[N:12]1[CH2:2][C:3]1([C:6]#[N:7])[CH2:5][CH2:4]1. The yield is 0.680. (7) The reactants are [C:1]([O:5][C:6]([N:8]([CH3:44])[C@H:9]([C:19]([NH:21][C@H:22]([C:28]([N:30]([C@@H:32]([CH:41]([CH3:43])[CH3:42])/[CH:33]=[C:34](\[CH3:40])/[C:35]([O:37]CC)=[O:36])[CH3:31])=[O:29])[C:23]([CH3:27])([CH2:25][CH3:26])[CH3:24])=[O:20])[C:10]([CH3:18])([CH3:17])[C:11]1[CH:16]=[CH:15][CH:14]=[CH:13][CH:12]=1)=[O:7])([CH3:4])([CH3:3])[CH3:2].O1CCCC1.O.[OH-].[Li+]. The catalyst is CO. The product is [C:1]([O:5][C:6]([N:8]([CH3:44])[C@H:9]([C:19]([NH:21][C@H:22]([C:28]([N:30]([C@@H:32]([CH:41]([CH3:43])[CH3:42])/[CH:33]=[C:34](/[C:35]([OH:37])=[O:36])\[CH3:40])[CH3:31])=[O:29])[C:23]([CH3:24])([CH2:25][CH3:26])[CH3:27])=[O:20])[C:10]([CH3:17])([CH3:18])[C:11]1[CH:12]=[CH:13][CH:14]=[CH:15][CH:16]=1)=[O:7])([CH3:2])([CH3:3])[CH3:4]. The yield is 0.900.